Dataset: Forward reaction prediction with 1.9M reactions from USPTO patents (1976-2016). Task: Predict the product of the given reaction. (1) Given the reactants [CH3:1][O:2][C:3]([C@@H:5]1[N:10]([C:11](=[O:19])[C:12]2[CH:17]=[CH:16][C:15]([Cl:18])=[CH:14][CH:13]=2)[CH2:9][CH2:8][N:7]([C:20]([O:22][C:23]([CH3:26])([CH3:25])[CH3:24])=[O:21])[CH2:6]1)=[O:4].[F:27][C:28]([F:33])([F:32])[C:29]([OH:31])=[O:30], predict the reaction product. The product is: [F:27][C:28]([F:33])([F:32])[C:29]([OH:31])=[O:30].[CH3:1][O:2][C:3]([C@@H:5]1[N:10]([C:11](=[O:19])[C:12]2[CH:17]=[CH:16][C:15]([Cl:18])=[CH:14][CH:13]=2)[CH2:9][CH2:8][N:7]([C:20]([O:22][C:23]([CH3:26])([CH3:25])[CH3:24])=[O:21])[CH2:6]1)=[O:4]. (2) Given the reactants I[C:2]1[C:10]2[C:5](=[N:6][CH:7]=[N:8][C:9]=2[NH2:11])[N:4]([CH:12]([C:14]2[CH:15]=[C:16]3[N:21]([C:22]=2[C:23]2[CH:28]=[CH:27][CH:26]=[CH:25][N:24]=2)[CH:20]=[CH:19][CH:18]=[CH:17]3)[CH3:13])[N:3]=1.[CH2:29]([OH:32])[C:30]#[CH:31].C(NCC)C, predict the reaction product. The product is: [NH2:11][C:9]1[N:8]=[CH:7][N:6]=[C:5]2[N:4]([CH:12]([C:14]3[CH:15]=[C:16]4[N:21]([C:22]=3[C:23]3[CH:28]=[CH:27][CH:26]=[CH:25][N:24]=3)[CH:20]=[CH:19][CH:18]=[CH:17]4)[CH3:13])[N:3]=[C:2]([C:31]#[C:30][CH2:29][OH:32])[C:10]=12.